This data is from CYP1A2 inhibition data for predicting drug metabolism from PubChem BioAssay. The task is: Regression/Classification. Given a drug SMILES string, predict its absorption, distribution, metabolism, or excretion properties. Task type varies by dataset: regression for continuous measurements (e.g., permeability, clearance, half-life) or binary classification for categorical outcomes (e.g., BBB penetration, CYP inhibition). Dataset: cyp1a2_veith. The result is 0 (non-inhibitor). The drug is CCOC(=O)CNC(=O)c1cccnc1.Cl.